This data is from NCI-60 drug combinations with 297,098 pairs across 59 cell lines. The task is: Regression. Given two drug SMILES strings and cell line genomic features, predict the synergy score measuring deviation from expected non-interaction effect. (1) Drug 1: C(CCl)NC(=O)N(CCCl)N=O. Drug 2: N.N.Cl[Pt+2]Cl. Cell line: BT-549. Synergy scores: CSS=25.6, Synergy_ZIP=-2.43, Synergy_Bliss=-0.725, Synergy_Loewe=-11.3, Synergy_HSA=-0.421. (2) Drug 1: CC1=C(C=C(C=C1)C(=O)NC2=CC(=CC(=C2)C(F)(F)F)N3C=C(N=C3)C)NC4=NC=CC(=N4)C5=CN=CC=C5. Drug 2: CCN(CC)CCCC(C)NC1=C2C=C(C=CC2=NC3=C1C=CC(=C3)Cl)OC. Cell line: SK-MEL-5. Synergy scores: CSS=-1.74, Synergy_ZIP=-2.09, Synergy_Bliss=-6.01, Synergy_Loewe=-5.47, Synergy_HSA=-5.39. (3) Drug 1: C1CC(C1)(C(=O)O)C(=O)O.[NH2-].[NH2-].[Pt+2]. Drug 2: C1CN1C2=NC(=NC(=N2)N3CC3)N4CC4. Cell line: NCI-H522. Synergy scores: CSS=28.1, Synergy_ZIP=-4.19, Synergy_Bliss=-0.969, Synergy_Loewe=-14.9, Synergy_HSA=0.538. (4) Drug 1: C1=CN(C(=O)N=C1N)C2C(C(C(O2)CO)O)O.Cl. Drug 2: C1=NC2=C(N=C(N=C2N1C3C(C(C(O3)CO)O)F)Cl)N. Cell line: MDA-MB-435. Synergy scores: CSS=6.96, Synergy_ZIP=-2.41, Synergy_Bliss=2.54, Synergy_Loewe=-0.0716, Synergy_HSA=1.71. (5) Drug 1: CCC1=CC2CC(C3=C(CN(C2)C1)C4=CC=CC=C4N3)(C5=C(C=C6C(=C5)C78CCN9C7C(C=CC9)(C(C(C8N6C)(C(=O)OC)O)OC(=O)C)CC)OC)C(=O)OC.C(C(C(=O)O)O)(C(=O)O)O. Drug 2: CCN(CC)CCNC(=O)C1=C(NC(=C1C)C=C2C3=C(C=CC(=C3)F)NC2=O)C. Cell line: SR. Synergy scores: CSS=58.5, Synergy_ZIP=4.65, Synergy_Bliss=6.71, Synergy_Loewe=-15.8, Synergy_HSA=5.53. (6) Drug 1: CC1=C(C=C(C=C1)NC(=O)C2=CC=C(C=C2)CN3CCN(CC3)C)NC4=NC=CC(=N4)C5=CN=CC=C5. Drug 2: CC1=C(C=C(C=C1)C(=O)NC2=CC(=CC(=C2)C(F)(F)F)N3C=C(N=C3)C)NC4=NC=CC(=N4)C5=CN=CC=C5. Cell line: UACC-257. Synergy scores: CSS=0.258, Synergy_ZIP=-0.0901, Synergy_Bliss=0.0880, Synergy_Loewe=-0.457, Synergy_HSA=-0.636. (7) Drug 1: C1CCC(C1)C(CC#N)N2C=C(C=N2)C3=C4C=CNC4=NC=N3. Drug 2: C1CN(CCN1C(=O)CCBr)C(=O)CCBr. Cell line: RXF 393. Synergy scores: CSS=5.60, Synergy_ZIP=-3.05, Synergy_Bliss=-2.97, Synergy_Loewe=-2.97, Synergy_HSA=-2.53. (8) Drug 1: CC12CCC3C(C1CCC2=O)CC(=C)C4=CC(=O)C=CC34C. Drug 2: CN(C)N=NC1=C(NC=N1)C(=O)N. Cell line: HT29. Synergy scores: CSS=15.9, Synergy_ZIP=0.838, Synergy_Bliss=-7.70, Synergy_Loewe=-34.1, Synergy_HSA=-7.85. (9) Drug 1: CS(=O)(=O)C1=CC(=C(C=C1)C(=O)NC2=CC(=C(C=C2)Cl)C3=CC=CC=N3)Cl. Drug 2: CC(C1=C(C=CC(=C1Cl)F)Cl)OC2=C(N=CC(=C2)C3=CN(N=C3)C4CCNCC4)N. Cell line: A498. Synergy scores: CSS=7.88, Synergy_ZIP=-2.97, Synergy_Bliss=-1.81, Synergy_Loewe=-3.31, Synergy_HSA=-1.80. (10) Drug 1: COC1=CC(=CC(=C1O)OC)C2C3C(COC3=O)C(C4=CC5=C(C=C24)OCO5)OC6C(C(C7C(O6)COC(O7)C8=CC=CS8)O)O. Drug 2: CCC1=C2CN3C(=CC4=C(C3=O)COC(=O)C4(CC)O)C2=NC5=C1C=C(C=C5)O. Cell line: A498. Synergy scores: CSS=36.2, Synergy_ZIP=-7.27, Synergy_Bliss=-4.12, Synergy_Loewe=-1.11, Synergy_HSA=1.04.